Dataset: Peptide-MHC class II binding affinity with 134,281 pairs from IEDB. Task: Regression. Given a peptide amino acid sequence and an MHC pseudo amino acid sequence, predict their binding affinity value. This is MHC class II binding data. (1) The peptide sequence is VIPEGWKADTSYESK. The MHC is HLA-DQA10401-DQB10402 with pseudo-sequence HLA-DQA10401-DQB10402. The binding affinity (normalized) is 0.111. (2) The peptide sequence is ICDSRVLERYLLEAK. The MHC is DRB1_0401 with pseudo-sequence DRB1_0401. The binding affinity (normalized) is 0.298. (3) The peptide sequence is TNISKEHDGECKETV. The MHC is HLA-DQA10301-DQB10302 with pseudo-sequence HLA-DQA10301-DQB10302. The binding affinity (normalized) is 0.129. (4) The peptide sequence is LSDISLKLTSGKIAS. The MHC is DRB1_1302 with pseudo-sequence DRB1_1302. The binding affinity (normalized) is 0.578. (5) The peptide sequence is LVKYVNGDGDVVAVD. The MHC is HLA-DQA10101-DQB10501 with pseudo-sequence HLA-DQA10101-DQB10501. The binding affinity (normalized) is 0.185. (6) The peptide sequence is GKLYSILKIQSPLFT. The MHC is HLA-DPA10201-DPB10501 with pseudo-sequence HLA-DPA10201-DPB10501. The binding affinity (normalized) is 0.281.